This data is from NCI-60 drug combinations with 297,098 pairs across 59 cell lines. The task is: Regression. Given two drug SMILES strings and cell line genomic features, predict the synergy score measuring deviation from expected non-interaction effect. (1) Drug 1: COC1=NC(=NC2=C1N=CN2C3C(C(C(O3)CO)O)O)N. Drug 2: CCC1(CC2CC(C3=C(CCN(C2)C1)C4=CC=CC=C4N3)(C5=C(C=C6C(=C5)C78CCN9C7C(C=CC9)(C(C(C8N6C)(C(=O)OC)O)OC(=O)C)CC)OC)C(=O)OC)O.OS(=O)(=O)O. Cell line: UACC-257. Synergy scores: CSS=18.1, Synergy_ZIP=-6.00, Synergy_Bliss=0.694, Synergy_Loewe=2.19, Synergy_HSA=1.81. (2) Drug 2: CC1C(C(CC(O1)OC2CC(CC3=C2C(=C4C(=C3O)C(=O)C5=C(C4=O)C(=CC=C5)OC)O)(C(=O)C)O)N)O.Cl. Synergy scores: CSS=33.4, Synergy_ZIP=2.01, Synergy_Bliss=4.40, Synergy_Loewe=-19.9, Synergy_HSA=3.37. Drug 1: C1CC(=O)NC(=O)C1N2CC3=C(C2=O)C=CC=C3N. Cell line: COLO 205. (3) Drug 1: C1=CC(=CC=C1CCCC(=O)O)N(CCCl)CCCl. Drug 2: CC=C1C(=O)NC(C(=O)OC2CC(=O)NC(C(=O)NC(CSSCCC=C2)C(=O)N1)C(C)C)C(C)C. Cell line: NCIH23. Synergy scores: CSS=79.7, Synergy_ZIP=-6.94, Synergy_Bliss=-9.88, Synergy_Loewe=-9.45, Synergy_HSA=-4.67. (4) Drug 1: CC1=C2C(C(=O)C3(C(CC4C(C3C(C(C2(C)C)(CC1OC(=O)C(C(C5=CC=CC=C5)NC(=O)OC(C)(C)C)O)O)OC(=O)C6=CC=CC=C6)(CO4)OC(=O)C)O)C)O. Drug 2: N.N.Cl[Pt+2]Cl. Cell line: SN12C. Synergy scores: CSS=31.3, Synergy_ZIP=-7.50, Synergy_Bliss=-0.930, Synergy_Loewe=-1.11, Synergy_HSA=-0.582. (5) Drug 1: C1=NC2=C(N=C(N=C2N1C3C(C(C(O3)CO)O)F)Cl)N. Drug 2: CC1C(C(CC(O1)OC2CC(CC3=C2C(=C4C(=C3O)C(=O)C5=CC=CC=C5C4=O)O)(C(=O)C)O)N)O. Cell line: HT29. Synergy scores: CSS=34.5, Synergy_ZIP=-2.83, Synergy_Bliss=-1.22, Synergy_Loewe=-13.2, Synergy_HSA=-0.544. (6) Drug 1: C1=CN(C(=O)N=C1N)C2C(C(C(O2)CO)O)O.Cl. Drug 2: CC(C)CN1C=NC2=C1C3=CC=CC=C3N=C2N. Cell line: HCT116. Synergy scores: CSS=54.9, Synergy_ZIP=2.48, Synergy_Bliss=0.860, Synergy_Loewe=-6.18, Synergy_HSA=0.586. (7) Drug 1: CS(=O)(=O)C1=CC(=C(C=C1)C(=O)NC2=CC(=C(C=C2)Cl)C3=CC=CC=N3)Cl. Drug 2: C1CCC(C1)C(CC#N)N2C=C(C=N2)C3=C4C=CNC4=NC=N3. Cell line: DU-145. Synergy scores: CSS=9.51, Synergy_ZIP=-0.618, Synergy_Bliss=4.18, Synergy_Loewe=0.784, Synergy_HSA=2.13. (8) Drug 1: C1CN1P(=S)(N2CC2)N3CC3. Drug 2: CC12CCC3C(C1CCC2O)C(CC4=C3C=CC(=C4)O)CCCCCCCCCS(=O)CCCC(C(F)(F)F)(F)F. Cell line: UACC-257. Synergy scores: CSS=-0.568, Synergy_ZIP=2.13, Synergy_Bliss=5.64, Synergy_Loewe=3.13, Synergy_HSA=2.36. (9) Drug 1: CC1=CC=C(C=C1)C2=CC(=NN2C3=CC=C(C=C3)S(=O)(=O)N)C(F)(F)F. Drug 2: C1CN1P(=S)(N2CC2)N3CC3. Cell line: CAKI-1. Synergy scores: CSS=21.4, Synergy_ZIP=-1.58, Synergy_Bliss=4.33, Synergy_Loewe=-2.15, Synergy_HSA=2.55.